From a dataset of Forward reaction prediction with 1.9M reactions from USPTO patents (1976-2016). Predict the product of the given reaction. (1) Given the reactants [C:1]([C:3]1[CH:4]=[C:5]([NH:9][C:10](=[O:32])[NH:11][CH2:12][C:13]2[CH:14]=[C:15]([CH:29]=[CH:30][CH:31]=2)[C:16]([NH:18][C:19]2[S:20][C:21]3[CH2:22][N:23]([CH3:28])[CH2:24][CH2:25][C:26]=3[N:27]=2)=[O:17])[CH:6]=[CH:7][CH:8]=1)#[CH:2].C(NC1C=CC=CC=1)#C, predict the reaction product. The product is: [C:1]([C:3]1[CH:4]=[C:5]([NH:9][C:10](=[O:32])[NH:11][CH2:12][C:13]2[CH:14]=[C:15]([CH:29]=[CH:30][CH:31]=2)[C:16]([NH:18][C:19]2[S:20][C:21]3[CH2:22][N:23]([CH3:28])[CH2:24][CH2:25][C:26]=3[N:27]=2)=[O:17])[CH:6]=[CH:7][CH:8]=1)#[CH:2].[NH2:9][C:10]([NH2:11])=[O:32]. (2) Given the reactants [OH:1][CH:2]1[CH:7]([C:8]2[CH:13]=[CH:12][C:11]([O:14][CH2:15][CH2:16][CH2:17][O:18][CH2:19][C:20]3[CH:25]=[CH:24][CH:23]=[CH:22][C:21]=3[O:26][CH3:27])=[CH:10][CH:9]=2)[CH2:6][CH2:5][N:4]([C:28]([O:30][C:31]([CH3:34])([CH3:33])[CH3:32])=[O:29])[CH2:3]1.Cl[CH2:36][C:37]1[CH:42]=[CH:41][CH:40]=[C:39]([O:43][CH3:44])[C:38]=1[O:45][CH2:46][CH2:47][CH2:48][O:49][CH3:50], predict the reaction product. The product is: [CH3:27][O:26][C:21]1[CH:22]=[CH:23][CH:24]=[CH:25][C:20]=1[CH2:19][O:18][CH2:17][CH2:16][CH2:15][O:14][C:11]1[CH:12]=[CH:13][C:8]([CH:7]2[CH2:6][CH2:5][N:4]([C:28]([O:30][C:31]([CH3:34])([CH3:33])[CH3:32])=[O:29])[CH2:3][CH:2]2[O:1][CH2:36][C:37]2[CH:42]=[CH:41][CH:40]=[C:39]([O:43][CH3:44])[C:38]=2[O:45][CH2:46][CH2:47][CH2:48][O:49][CH3:50])=[CH:9][CH:10]=1. (3) Given the reactants Cl[C:2]1[C:10]2[C:6](=[N:7][O:8][N:9]=2)[C:5]([N+:11]([O-:13])=[O:12])=[CH:4][CH:3]=1.C(=O)([O-])O.[Na+].[NH2:19][C:20]1[CH:25]=[CH:24][C:23]([OH:26])=[CH:22][CH:21]=1, predict the reaction product. The product is: [N+:11]([C:5]1[C:6]2=[N:7][O:8][N:9]=[C:10]2[C:2]([NH:19][C:20]2[CH:25]=[CH:24][C:23]([OH:26])=[CH:22][CH:21]=2)=[CH:3][CH:4]=1)([O-:13])=[O:12].